Task: Predict the product of the given reaction.. Dataset: Forward reaction prediction with 1.9M reactions from USPTO patents (1976-2016) (1) The product is: [Cl:1][C:2]1[CH:9]=[C:8]([Cl:10])[CH:7]=[CH:6][C:3]=1[CH2:4][NH:21][C@@H:11]1[C:20]2[C:15](=[CH:16][CH:17]=[CH:18][CH:19]=2)[CH2:14][CH2:13][CH2:12]1. Given the reactants [Cl:1][C:2]1[CH:9]=[C:8]([Cl:10])[CH:7]=[CH:6][C:3]=1[CH:4]=O.[C@@H:11]1([NH2:21])[C:20]2[C:15](=[CH:16][CH:17]=[CH:18][CH:19]=2)[CH2:14][CH2:13][CH2:12]1, predict the reaction product. (2) Given the reactants Br[C:2]1[CH:8]=[CH:7][C:5]([NH2:6])=[CH:4][C:3]=1[CH3:9].[F:10][C:11]1[CH:12]=[C:13](B2OC(C)(C)C(C)(C)O2)[CH:14]=[CH:15][C:16]=1[C:17]([F:20])([F:19])[F:18].C(=O)(O)[O-].[Na+], predict the reaction product. The product is: [F:10][C:11]1[CH:12]=[C:13]([C:2]2[CH:8]=[CH:7][C:5]([NH2:6])=[CH:4][C:3]=2[CH3:9])[CH:14]=[CH:15][C:16]=1[C:17]([F:18])([F:19])[F:20]. (3) Given the reactants [NH2:1][C:2]1[C:7]([N+:8]([O-:10])=[O:9])=[CH:6][CH:5]=[CH:4][C:3]=1[OH:11].C1C[O:15][CH2:14]C1, predict the reaction product. The product is: [N+:8]([C:7]1[C:2]2[NH:1][C:14](=[O:15])[O:11][C:3]=2[CH:4]=[CH:5][CH:6]=1)([O-:10])=[O:9]. (4) Given the reactants I[C:2]1[CH:3]=[C:4]([CH:8]=[CH:9][CH:10]=1)[C:5]([NH2:7])=[O:6].C1(P(C2C=CC=CC=2)C2C=CC=CC=2)C=CC=CC=1.C(N(CC)CC)C.[Si:37]([C:41]#[CH:42])([CH3:40])([CH3:39])[CH3:38], predict the reaction product. The product is: [CH3:38][Si:37]([C:41]#[C:42][C:2]1[CH:3]=[C:4]([CH:8]=[CH:9][CH:10]=1)[C:5]([NH2:7])=[O:6])([CH3:40])[CH3:39]. (5) Given the reactants [CH3:1][N:2]1[C:6](=[O:7])[CH:5]=[C:4](Br)[C:3]1=[O:9].[Cl:10][C:11]1[CH:12]=[C:13](B(O)O)[CH:14]=[CH:15][C:16]=1[F:17].[F-].[Cs+], predict the reaction product. The product is: [CH3:1][N:2]1[C:6](=[O:7])[CH:5]=[C:4]([C:13]2[CH:14]=[CH:15][C:16]([F:17])=[C:11]([Cl:10])[CH:12]=2)[C:3]1=[O:9]. (6) Given the reactants [I-:1].[OH:2][C:3]1[CH:4]=[C:5]([C@@H:9]([N+:11]([CH3:21])([CH3:20])[C@H:12]([C:14]2[CH:19]=[CH:18][CH:17]=[CH:16][CH:15]=2)[CH3:13])[CH3:10])[CH:6]=[CH:7][CH:8]=1.C(#N)C.[OH-].[K+].[CH2:27]([N:29]([CH3:33])[C:30](Cl)=[O:31])[CH3:28], predict the reaction product. The product is: [I-:1].[CH2:27]([N:29]([CH3:33])[C:30]([O:2][C:3]1[CH:4]=[C:5]([C@@H:9]([N+:11]([CH3:21])([CH3:20])[C@H:12]([C:14]2[CH:19]=[CH:18][CH:17]=[CH:16][CH:15]=2)[CH3:13])[CH3:10])[CH:6]=[CH:7][CH:8]=1)=[O:31])[CH3:28]. (7) Given the reactants [F:1][C:2]1[C:3](I)=[CH:4][C:5](=[O:21])[N:6]([CH2:8][CH2:9][C@@:10]([CH3:20])([S:16]([CH3:19])(=[O:18])=[O:17])[C:11]([O:13][CH2:14][CH3:15])=[O:12])[CH:7]=1.CC1(C)C(C)(C)OB([C:31]2[CH:51]=[CH:50][C:34]([O:35][CH2:36][C@H:37]3[CH2:42][CH2:41][C@H:40]([O:43][CH:44]4[CH2:49][CH2:48][CH2:47][CH2:46][O:45]4)[CH2:39][CH2:38]3)=[CH:33][CH:32]=2)O1.[O-]P([O-])([O-])=O.[K+].[K+].[K+].O, predict the reaction product. The product is: [F:1][C:2]1[C:3]([C:31]2[CH:51]=[CH:50][C:34]([O:35][CH2:36][C@H:37]3[CH2:38][CH2:39][C@H:40]([O:43][CH:44]4[CH2:49][CH2:48][CH2:47][CH2:46][O:45]4)[CH2:41][CH2:42]3)=[CH:33][CH:32]=2)=[CH:4][C:5](=[O:21])[N:6]([CH2:8][CH2:9][C@@:10]([CH3:20])([S:16]([CH3:19])(=[O:18])=[O:17])[C:11]([O:13][CH2:14][CH3:15])=[O:12])[CH:7]=1. (8) Given the reactants [F:1][C:2]1[CH:10]=[C:9]2[C:5]([C:6]([C:12]3[N:13]=[C:14]4[C:20]([C:21](O)=[O:22])=[CH:19][NH:18][C:15]4=[N:16][CH:17]=3)=[N:7][N:8]2[CH3:11])=[CH:4][CH:3]=1.Cl.[NH2:25][C:26]([CH3:35])([CH3:34])[C:27]([O:29][C:30]([CH3:33])([CH3:32])[CH3:31])=[O:28].CN(C(ON1N=NC2C=CC=NC1=2)=[N+](C)C)C.F[P-](F)(F)(F)(F)F.CCN(C(C)C)C(C)C, predict the reaction product. The product is: [F:1][C:2]1[CH:10]=[C:9]2[C:5]([C:6]([C:12]3[N:13]=[C:14]4[C:20]([C:21]([NH:25][C:26]([CH3:35])([CH3:34])[C:27]([O:29][C:30]([CH3:33])([CH3:32])[CH3:31])=[O:28])=[O:22])=[CH:19][NH:18][C:15]4=[N:16][CH:17]=3)=[N:7][N:8]2[CH3:11])=[CH:4][CH:3]=1.